This data is from NCI-60 drug combinations with 297,098 pairs across 59 cell lines. The task is: Regression. Given two drug SMILES strings and cell line genomic features, predict the synergy score measuring deviation from expected non-interaction effect. (1) Drug 1: CCC1(CC2CC(C3=C(CCN(C2)C1)C4=CC=CC=C4N3)(C5=C(C=C6C(=C5)C78CCN9C7C(C=CC9)(C(C(C8N6C=O)(C(=O)OC)O)OC(=O)C)CC)OC)C(=O)OC)O.OS(=O)(=O)O. Drug 2: CC1C(C(CC(O1)OC2CC(CC3=C2C(=C4C(=C3O)C(=O)C5=C(C4=O)C(=CC=C5)OC)O)(C(=O)CO)O)N)O.Cl. Cell line: DU-145. Synergy scores: CSS=27.7, Synergy_ZIP=1.80, Synergy_Bliss=2.11, Synergy_Loewe=-1.19, Synergy_HSA=2.38. (2) Drug 1: CN1C2=C(C=C(C=C2)N(CCCl)CCCl)N=C1CCCC(=O)O.Cl. Drug 2: CC1C(C(CC(O1)OC2CC(CC3=C2C(=C4C(=C3O)C(=O)C5=CC=CC=C5C4=O)O)(C(=O)C)O)N)O. Cell line: HOP-62. Synergy scores: CSS=42.7, Synergy_ZIP=-0.155, Synergy_Bliss=0.0325, Synergy_Loewe=-31.7, Synergy_HSA=0.159.